This data is from Reaction yield outcomes from USPTO patents with 853,638 reactions. The task is: Predict the reaction yield, written as a fraction of the theoretical maximum amount of product (1.0 means a 100% yield; for example, 0.34 means a 34% yield). (1) The reactants are N[C:2]1[CH:3]=[C:4]([CH:9]=[C:10]([Br:12])[CH:11]=1)[C:5]([O:7]C)=[O:6].N([O-])=[O:14].[Na+]. The catalyst is O.OS(O)(=O)=O. The product is [Br:12][C:10]1[CH:9]=[C:4]([CH:3]=[C:2]([OH:14])[CH:11]=1)[C:5]([OH:7])=[O:6]. The yield is 0.780. (2) The reactants are I[C:2]1[CH:8]=[C:7]([N+:9]([O-:11])=[O:10])[CH:6]=[CH:5][C:3]=1[NH2:4].[C:12]([C:14]1[CH:19]=[CH:18][CH:17]=[CH:16][N:15]=1)#[CH:13]. The catalyst is CN(C=O)C.CCN(CC)CC.O.Cl[Pd](Cl)([P](C1C=CC=CC=1)(C1C=CC=CC=1)C1C=CC=CC=1)[P](C1C=CC=CC=1)(C1C=CC=CC=1)C1C=CC=CC=1.[Cu]I. The product is [N+:9]([C:7]1[CH:6]=[CH:5][C:3]([NH2:4])=[C:2]([C:13]#[C:12][C:14]2[CH:19]=[CH:18][CH:17]=[CH:16][N:15]=2)[CH:8]=1)([O-:11])=[O:10]. The yield is 0.600. (3) The reactants are Cl[CH2:2][C:3]1[CH:12]=[CH:11][C:6]2[O:7][CH2:8][CH2:9][O:10][C:5]=2[CH:4]=1.[C-:13]#[N:14].[Na+].O. The catalyst is CS(C)=O. The product is [O:7]1[CH2:8][CH2:9][O:10][C:5]2[CH:4]=[C:3]([CH2:2][C:13]#[N:14])[CH:12]=[CH:11][C:6]1=2. The yield is 0.860. (4) The product is [F:20][C:21]1[CH:22]=[C:23]2[C:27](=[CH:28][C:29]=1[NH:30][C:31](=[O:34])[CH2:32][OH:33])[NH:26][C:25](=[O:35])[C:24]2=[CH:18][C:9]1[NH:10][C:11]2[CH2:16][CH2:15][NH:14][C:13](=[O:17])[C:12]=2[C:8]=1[C:5]1[CH:6]=[CH:7][C:2]([F:1])=[CH:3][CH:4]=1. No catalyst specified. The reactants are [F:1][C:2]1[CH:7]=[CH:6][C:5]([C:8]2[C:12]3[C:13](=[O:17])[NH:14][CH2:15][CH2:16][C:11]=3[NH:10][C:9]=2[CH:18]=O)=[CH:4][CH:3]=1.[F:20][C:21]1[CH:22]=[C:23]2[C:27](=[CH:28][C:29]=1[NH:30][C:31](=[O:34])[CH2:32][OH:33])[NH:26][C:25](=[O:35])[CH2:24]2. The yield is 0.806. (5) The reactants are [Br:1][C:2]1[CH:3]=[C:4]([C:11]([C:14]2[CH:15]=[C:16]([OH:20])[CH:17]=[CH:18][CH:19]=2)([CH3:13])[CH3:12])[CH:5]=[C:6]([N+:8]([O-:10])=[O:9])[CH:7]=1.[OH-].[K+].Br[C:24](P(=O)(OCC)OCC)([F:26])[F:25].O. The catalyst is CC#N.O. The product is [Br:1][C:2]1[CH:7]=[C:6]([N+:8]([O-:10])=[O:9])[CH:5]=[C:4]([C:11]([C:14]2[CH:19]=[CH:18][CH:17]=[C:16]([O:20][CH:24]([F:26])[F:25])[CH:15]=2)([CH3:13])[CH3:12])[CH:3]=1. The yield is 0.700. (6) The catalyst is O1CCCC1. The product is [C:1]([CH:3]([CH2:19][C:20]([C:22]1[C:23]([F:29])=[CH:24][CH:25]=[CH:26][C:27]=1[F:28])=[O:21])[C:4]([O:6][CH2:7][CH3:8])=[O:5])#[N:2]. The reactants are [C:1]([CH2:3][C:4]([O:6][CH2:7][CH3:8])=[O:5])#[N:2].C(N(C(C)C)CC)(C)C.Br[CH2:19][C:20]([C:22]1[C:27]([F:28])=[CH:26][CH:25]=[CH:24][C:23]=1[F:29])=[O:21]. The yield is 0.810.